The task is: Predict the product of the given reaction.. This data is from Forward reaction prediction with 1.9M reactions from USPTO patents (1976-2016). (1) Given the reactants CS(C1[N:5]=[N:6]C(C2C=CC=CC=2)=CN=1)=O.CS([C:19]1[N:20]=[N:21][C:22]([C:25]2[CH:26]=[N:27][N:28]([CH:30]3[CH2:35][CH2:34][N:33]([C:36]([O:38][C:39]([CH3:42])([CH3:41])[CH3:40])=[O:37])[CH2:32][CH2:31]3)[CH:29]=2)=[CH:23][N:24]=1)=O, predict the reaction product. The product is: [NH:5]([C:19]1[N:20]=[N:21][C:22]([C:25]2[CH:26]=[N:27][N:28]([CH:30]3[CH2:35][CH2:34][N:33]([C:36]([O:38][C:39]([CH3:42])([CH3:41])[CH3:40])=[O:37])[CH2:32][CH2:31]3)[CH:29]=2)=[CH:23][N:24]=1)[NH2:6]. (2) Given the reactants [CH3:1][C:2]1[N:3]=[C:4]([C:8]2[CH:13]=[CH:12][C:11](Br)=[CH:10][CH:9]=2)[O:5][C:6]=1[CH3:7].C[Sn](C)(C)[C:17]1[CH:22]=[CH:21][C:20]([N:23]2[CH2:27][C@H:26]([CH2:28][C:29](=[O:33])[C:30]([NH2:32])=[O:31])[O:25][CH2:24]2)=[CH:19][C:18]=1[F:34], predict the reaction product. The product is: [CH3:1][C:2]1[N:3]=[C:4]([C:8]2[CH:13]=[CH:12][C:11]([C:17]3[CH:22]=[CH:21][C:20]([N:23]4[CH2:27][C@H:26]([CH2:28][C:29](=[O:33])[C:30]([NH2:32])=[O:31])[O:25][CH2:24]4)=[CH:19][C:18]=3[F:34])=[CH:10][CH:9]=2)[O:5][C:6]=1[CH3:7]. (3) Given the reactants [NH2:1][C:2]1[CH:7]=[CH:6][CH:5]=[CH:4][CH:3]=1.C(N(CC)CC)C.[C:15](Cl)(=[O:19])[CH:16]([CH3:18])[CH3:17], predict the reaction product. The product is: [C:2]1([NH:1][C:15](=[O:19])[CH:16]([CH3:18])[CH3:17])[CH:7]=[CH:6][CH:5]=[CH:4][CH:3]=1. (4) Given the reactants [NH2:1][C@H:2]([CH2:22][C:23]1[CH:28]=[CH:27][C:26]([Cl:29])=[CH:25][CH:24]=1)[C:3]([N:5]1[CH2:10][CH2:9][C:8]([CH:16]2[CH2:21][CH2:20][CH2:19][CH2:18][CH2:17]2)([C:11]([O:13][CH2:14][CH3:15])=[O:12])[CH2:7][CH2:6]1)=[O:4].Cl[C:31](OC1C=CC([N+]([O-])=O)=CC=1)=[O:32].[NH4+].[OH-].[NH2:45][CH2:46][CH2:47][C:48]1[N:52]=[CH:51][NH:50][CH:49]=1.C(O)(=O)CC(CC(O)=O)(C(O)=O)O, predict the reaction product. The product is: [Cl:29][C:26]1[CH:27]=[CH:28][C:23]([CH2:22][C@@H:2]([NH:1][C:31]([NH:45][CH2:46][CH2:47][C:48]2[N:52]=[CH:51][NH:50][CH:49]=2)=[O:32])[C:3]([N:5]2[CH2:10][CH2:9][C:8]([CH:16]3[CH2:21][CH2:20][CH2:19][CH2:18][CH2:17]3)([C:11]([O:13][CH2:14][CH3:15])=[O:12])[CH2:7][CH2:6]2)=[O:4])=[CH:24][CH:25]=1. (5) Given the reactants CO[C:3]([C:5]1[CH:6]=[C:7]([CH:15]2[CH2:18][CH2:17][CH2:16]2)[N:8]2[C:13]=1[C:12]([Cl:14])=[CH:11][CH:10]=[CH:9]2)=[O:4].Cl.[NH2:20][CH2:21][C:22]1([OH:30])[CH2:27][CH2:26][CH2:25][C:24]([F:29])([F:28])[CH2:23]1.C(N(C(C)C)C(C)C)C.C[Al](C)C, predict the reaction product. The product is: [Cl:14][C:12]1[C:13]2[N:8]([C:7]([CH:15]3[CH2:16][CH2:17][CH2:18]3)=[CH:6][C:5]=2[C:3]([NH:20][CH2:21][C:22]2([OH:30])[CH2:27][CH2:26][CH2:25][C:24]([F:29])([F:28])[CH2:23]2)=[O:4])[CH:9]=[CH:10][CH:11]=1. (6) Given the reactants CO[C:3](=[O:14])[C:4]1[C:9]([N+:10]([O-:12])=[O:11])=[CH:8][CH:7]=[CH:6][C:5]=1F.[NH2:15][CH2:16][CH:17]([NH2:19])[CH3:18].C(N(C(C)C)CC)(C)C, predict the reaction product. The product is: [CH3:18][CH:17]1[CH2:16][NH:15][C:5]2[CH:6]=[CH:7][CH:8]=[C:9]([N+:10]([O-:12])=[O:11])[C:4]=2[C:3](=[O:14])[NH:19]1. (7) Given the reactants [N+:1]([C:4]1[CH:5]=[CH:6][C:7]2[S:11][N:10]=[C:9]([NH2:12])[C:8]=2[CH:13]=1)([O-:3])=[O:2].[N:14]([CH2:17][C:18]1[CH:23]=[CH:22][CH:21]=[CH:20][C:19]=1[CH3:24])=[C:15]=[O:16], predict the reaction product. The product is: [CH3:24][C:19]1[CH:20]=[CH:21][CH:22]=[CH:23][C:18]=1[CH2:17][NH:14][C:15]([NH:12][C:9]1[C:8]2[CH:13]=[C:4]([N+:1]([O-:3])=[O:2])[CH:5]=[CH:6][C:7]=2[S:11][N:10]=1)=[O:16]. (8) The product is: [CH:33]1([C:16]2[C:17]([N:19]([CH2:24][C:25]3[CH:26]=[CH:27][C:28]([O:31][CH3:32])=[CH:29][CH:30]=3)[S:20]([CH3:23])(=[O:22])=[O:21])=[CH:18][C:13]3[O:12][C:11]([C:36]4[CH:41]=[CH:40][C:39]([F:42])=[CH:38][CH:37]=4)=[C:10]([C:5]4[NH:4][CH2:3][CH2:8][O:7][N:6]=4)[C:14]=3[CH:15]=2)[CH2:34][CH2:35]1. Given the reactants ClC[CH2:3][N:4]1[C:8](=O)[O:7][N:6]=[C:5]1[C:10]1[C:14]2[CH:15]=[C:16]([CH:33]3[CH2:35][CH2:34]3)[C:17]([N:19]([CH2:24][C:25]3[CH:30]=[CH:29][C:28]([O:31][CH3:32])=[CH:27][CH:26]=3)[S:20]([CH3:23])(=[O:22])=[O:21])=[CH:18][C:13]=2[O:12][C:11]=1[C:36]1[CH:41]=[CH:40][C:39]([F:42])=[CH:38][CH:37]=1.[OH-].[Na+], predict the reaction product. (9) Given the reactants [Mg].II.[Cl:4][C:5]1[CH:12]=[CH:11][C:8]([CH2:9]Cl)=[CH:7][CH:6]=1.Cl[CH2:14][CH2:15][CH2:16][C:17]#[N:18], predict the reaction product. The product is: [Cl:4][C:5]1[CH:12]=[CH:11][C:8]([CH2:9][C:17]2[CH2:16][CH2:15][CH2:14][N:18]=2)=[CH:7][CH:6]=1. (10) Given the reactants C1(P(C2C=CC=CC=2)C2C=CC=CC=2)C=CC=CC=1.BrN1C(=O)CCC1=O.[CH:28]1([CH2:33][C@H:34]([C:38]2[CH:43]=[CH:42][C:41]([S:44]([CH3:47])(=[O:46])=[O:45])=[CH:40][CH:39]=2)[C:35]([OH:37])=O)[CH2:32][CH2:31][CH2:30][CH2:29]1.[NH2:48][C:49]1[S:50][CH:51]=[CH:52][N:53]=1, predict the reaction product. The product is: [CH:28]1([CH2:33][C@H:34]([C:38]2[CH:43]=[CH:42][C:41]([S:44]([CH3:47])(=[O:46])=[O:45])=[CH:40][CH:39]=2)[C:35]([NH:48][C:49]2[S:50][CH:51]=[CH:52][N:53]=2)=[O:37])[CH2:29][CH2:30][CH2:31][CH2:32]1.